This data is from Reaction yield outcomes from USPTO patents with 853,638 reactions. The task is: Predict the reaction yield, written as a fraction of the theoretical maximum amount of product (1.0 means a 100% yield; for example, 0.34 means a 34% yield). The reactants are [F:1][CH:2]([F:14])[O:3][C:4]1[CH:12]=[CH:11][C:7](C(O)=O)=[C:6]([F:13])[CH:5]=1.C1C=CC(P(N=[N+]=[N-])(C2C=CC=CC=2)=[O:22])=CC=1.CC[N:34]([CH2:37]C)CC.[CH3:39][C:40]([OH:43])([CH3:42])[CH3:41]. No catalyst specified. The product is [F:14][CH:2]([F:1])[O:3][C:4]1[CH:12]=[CH:11][C:7]([NH:34][C:37](=[O:22])[O:43][C:40]([CH3:42])([CH3:41])[CH3:39])=[C:6]([F:13])[CH:5]=1. The yield is 0.630.